From a dataset of Catalyst prediction with 721,799 reactions and 888 catalyst types from USPTO. Predict which catalyst facilitates the given reaction. (1) Reactant: C[C:2]1[CH:3]=[CH:4][CH:5]=[CH:6][C:7]=1[C:8]([OH:10])=O.[C:11](N1C=CN=C1)(N1C=CN=C1)=O.Cl.[NH2:24][CH2:25][C:26]1[CH:35]=[CH:34][CH:33]=[C:32]2[C:27]=1[C:28](=[O:45])[N:29]([CH:37]1[CH2:42][CH2:41][C:40](=[O:43])[NH:39][C:38]1=[O:44])[C:30]([CH3:36])=[N:31]2. Product: [O:44]=[C:38]1[CH:37]([N:29]2[C:28](=[O:45])[C:27]3[C:32](=[CH:33][CH:34]=[CH:35][C:26]=3[CH2:25][NH:24][C:8](=[O:10])[C:7]3[CH:2]=[CH:3][CH:4]=[C:5]([CH3:11])[CH:6]=3)[N:31]=[C:30]2[CH3:36])[CH2:42][CH2:41][C:40](=[O:43])[NH:39]1. The catalyst class is: 3. (2) Reactant: CN1CCOCC1.[Cl:8][C:9]1[CH:14]=[CH:13][C:12]([NH:15][C:16](=[O:28])[NH:17][C@H:18]([C:22]2[CH:27]=[CH:26][CH:25]=[CH:24][CH:23]=2)[C:19]([OH:21])=O)=[CH:11][CH:10]=1.[NH2:29][C:30]1[CH:35]=[CH:34][C:33]([N:36]2[CH2:40][CH2:39][CH2:38][C:37]2=[S:41])=[C:32]([CH3:42])[CH:31]=1.Cl.CN(C)CCCN=C=NCC.O.OC1C2N=NNC=2C=CC=1.C(=O)([O-])O.[Na+]. Product: [Cl:8][C:9]1[CH:10]=[CH:11][C:12]([NH:15][C:16](=[O:28])[NH:17][C@H:18]([C:22]2[CH:27]=[CH:26][CH:25]=[CH:24][CH:23]=2)[C:19]([NH:29][C:30]2[CH:35]=[CH:34][C:33]([N:36]3[CH2:40][CH2:39][CH2:38][C:37]3=[S:41])=[C:32]([CH3:42])[CH:31]=2)=[O:21])=[CH:13][CH:14]=1. The catalyst class is: 3. (3) Reactant: [NH2:1][C:2]1[CH:3]=[C:4]([O:16][CH2:17][CH2:18][O:19][CH3:20])[CH:5]=[C:6]2[C:10]=1[NH:9][C:8]([C:11]([O:13][CH2:14][CH3:15])=[O:12])=[CH:7]2.Cl.[N:22]1[CH:27]=[CH:26][CH:25]=[CH:24][C:23]=1[S:28](Cl)(=[O:30])=[O:29]. Product: [CH3:20][O:19][CH2:18][CH2:17][O:16][C:4]1[CH:5]=[C:6]2[C:10](=[C:2]([NH:1][S:28]([C:23]3[CH:24]=[CH:25][CH:26]=[CH:27][N:22]=3)(=[O:30])=[O:29])[CH:3]=1)[NH:9][C:8]([C:11]([O:13][CH2:14][CH3:15])=[O:12])=[CH:7]2. The catalyst class is: 17.